From a dataset of Catalyst prediction with 721,799 reactions and 888 catalyst types from USPTO. Predict which catalyst facilitates the given reaction. (1) Product: [F:18][C:15]1[CH:16]=[CH:17][C:12]([CH2:11][C:9]2[O:10][C:5]3[C:6]([N:8]=2)=[N:7][C:2]([C:36]2[C:37]([N:39]([CH3:44])[S:40]([CH3:43])(=[O:42])=[O:41])=[CH:38][C:28]4[O:27][C:26]([C:23]5[CH:24]=[CH:25][C:20]([F:19])=[CH:21][CH:22]=5)=[C:30]([C:31]([NH:33][CH3:34])=[O:32])[C:29]=4[CH:35]=2)=[CH:3][CH:4]=3)=[CH:13][CH:14]=1. Reactant: Br[C:2]1[N:7]=[C:6]2[N:8]=[C:9]([CH2:11][C:12]3[CH:17]=[CH:16][C:15]([F:18])=[CH:14][CH:13]=3)[O:10][C:5]2=[CH:4][CH:3]=1.[F:19][C:20]1[CH:25]=[CH:24][C:23]([C:26]2[O:27][C:28]3[CH:38]=[C:37]([N:39]([CH3:44])[S:40]([CH3:43])(=[O:42])=[O:41])[C:36](B4OC(C)(C)C(C)(C)O4)=[CH:35][C:29]=3[C:30]=2[C:31]([NH:33][CH3:34])=[O:32])=[CH:22][CH:21]=1. The catalyst class is: 75. (2) Reactant: [OH:1][C:2]1[CH:7]=[CH:6][C:5]([N:8]2[C:17]3[C:12](=[CH:13][CH:14]=[CH:15][CH:16]=3)[N:11](C(O)=O)[CH2:10][CH2:9]2)=[CH:4][CH:3]=1.Cl[CH2:22][C:23]1[N:28]=[CH:27][CH:26]=[CH:25][N:24]=1.C(=O)([O-])[O-].[K+].[K+]. Product: [N:24]1[CH:25]=[CH:26][CH:27]=[N:28][C:23]=1[CH2:22][O:1][C:2]1[CH:3]=[CH:4][C:5]([N:8]2[C:17]3[C:12](=[CH:13][CH:14]=[CH:15][CH:16]=3)[NH:11][CH2:10][CH2:9]2)=[CH:6][CH:7]=1. The catalyst class is: 9. (3) Reactant: C[O:2][C:3]([C:5]1[CH:6]=[C:7]2[C:12](=[CH:13][CH:14]=1)[NH:11][CH:10]([C:15]1[CH:20]=[CH:19][CH:18]=[C:17]([N:21]3[CH2:25][CH2:24][CH2:23][CH2:22]3)[CH:16]=1)[CH2:9][C:8]2([CH3:27])[CH3:26])=[O:4].[OH-].[Na+].Cl. Product: [CH3:26][C:8]1([CH3:27])[C:7]2[C:12](=[CH:13][CH:14]=[C:5]([C:3]([OH:4])=[O:2])[CH:6]=2)[NH:11][CH:10]([C:15]2[CH:20]=[CH:19][CH:18]=[C:17]([N:21]3[CH2:25][CH2:24][CH2:23][CH2:22]3)[CH:16]=2)[CH2:9]1. The catalyst class is: 364. (4) Reactant: [Si]([O:8][CH2:9][CH:10]1[O:14][N:13]=[C:12]([C:15]2[CH:20]=[CH:19][C:18]([C:21]3[CH:26]=[CH:25][C:24]([N:27]4[CH2:31][C@H:30]([CH2:32][N:33]5[CH:37]=[CH:36][N:35]=[N:34]5)[O:29][C:28]4=[O:38])=[CH:23][C:22]=3[F:39])=[CH:17][C:16]=2[F:40])[CH2:11]1)(C(C)(C)C)(C)C.[F-].C([N+](CCCC)(CCCC)CCCC)CCC.O1CCCC1. Product: [F:39][C:22]1[CH:23]=[C:24]([N:27]2[CH2:31][C@H:30]([CH2:32][N:33]3[CH:37]=[CH:36][N:35]=[N:34]3)[O:29][C:28]2=[O:38])[CH:25]=[CH:26][C:21]=1[C:18]1[CH:19]=[CH:20][C:15]([C:12]2[CH2:11][CH:10]([CH2:9][OH:8])[O:14][N:13]=2)=[C:16]([F:40])[CH:17]=1. The catalyst class is: 4. (5) Reactant: [Br-].[C:2]([CH2:5][CH2:6][CH2:7][P+](C1C=CC=CC=1)(C1C=CC=CC=1)C1C=CC=CC=1)([OH:4])=[O:3].[CH3:27]C(C)([O-])C.[K+].[CH3:33][O:34][C:35]1[C:36]([N+:43]([O-:45])=[O:44])=[C:37]([CH:40]=[CH:41][CH:42]=1)[CH:38]=O.CCOC(C)=O. Product: [C:2]([OH:4])(=[O:3])[CH:5]=[CH:6][CH2:7][CH3:27].[CH3:33][O:34][C:35]1[C:36]([N+:43]([O-:45])=[O:44])=[C:37]([CH:38]=[CH:7][CH2:6][CH2:5][C:2]([OH:4])=[O:3])[CH:40]=[CH:41][CH:42]=1. The catalyst class is: 1. (6) Reactant: [NH2:1][C:2]1[C:3]2[C:10]([C:11]3[CH:16]=[CH:15][CH:14]=[C:13]([O:17][CH2:18][CH:19]4[CH2:24][CH2:23][CH2:22][CH2:21][O:20]4)[CH:12]=3)=[CH:9][N:8]([C@@H:25]3[CH2:28][C@H:27]([CH2:29][OH:30])[CH2:26]3)[C:4]=2[N:5]=[CH:6][N:7]=1.[C:31]1([CH3:41])[CH:36]=[CH:35][C:34]([S:37](Cl)(=[O:39])=[O:38])=[CH:33][CH:32]=1. Product: [NH2:1][C:2]1[C:3]2[C:10]([C:11]3[CH:16]=[CH:15][CH:14]=[C:13]([O:17][CH2:18][CH:19]4[CH2:24][CH2:23][CH2:22][CH2:21][O:20]4)[CH:12]=3)=[CH:9][N:8]([C@@H:25]3[CH2:28][C@H:27]([CH2:29][O:30][S:37]([C:34]4[CH:35]=[CH:36][C:31]([CH3:41])=[CH:32][CH:33]=4)(=[O:39])=[O:38])[CH2:26]3)[C:4]=2[N:5]=[CH:6][N:7]=1. The catalyst class is: 17. (7) Reactant: Br[C:2]1[CH:16]=[CH:15][C:5]([N:6]([Si](C)(C)C)[Si](C)(C)C)=[CH:4][CH:3]=1.CON(C)[C:20](=[O:33])[CH2:21][CH2:22][CH2:23][N:24]([CH3:32])[C:25](=[O:31])[O:26][C:27]([CH3:30])([CH3:29])[CH3:28].[F-].C([N+](CCCC)(CCCC)CCCC)CCC.C(=O)([O-])O.[Na+]. Product: [NH2:6][C:5]1[CH:15]=[CH:16][C:2]([C:20](=[O:33])[CH2:21][CH2:22][CH2:23][N:24]([CH3:32])[C:25](=[O:31])[O:26][C:27]([CH3:30])([CH3:28])[CH3:29])=[CH:3][CH:4]=1. The catalyst class is: 30.